From a dataset of CYP3A4 inhibition data for predicting drug metabolism from PubChem BioAssay. Regression/Classification. Given a drug SMILES string, predict its absorption, distribution, metabolism, or excretion properties. Task type varies by dataset: regression for continuous measurements (e.g., permeability, clearance, half-life) or binary classification for categorical outcomes (e.g., BBB penetration, CYP inhibition). Dataset: cyp3a4_veith. (1) The result is 1 (inhibitor). The drug is COc1cc2c(cc1OC)C(C(=O)Nc1ccc3c(c1)OCCO3)C(c1cccnc1)N(C)C2=O. (2) The molecule is COc1cc2c(cc1OC)CN(CC(=O)Nc1ccc3c(c1)OCO3)CC2. The result is 1 (inhibitor).